Dataset: NCI-60 drug combinations with 297,098 pairs across 59 cell lines. Task: Regression. Given two drug SMILES strings and cell line genomic features, predict the synergy score measuring deviation from expected non-interaction effect. Drug 1: CC1CCCC2(C(O2)CC(NC(=O)CC(C(C(=O)C(C1O)C)(C)C)O)C(=CC3=CSC(=N3)C)C)C. Drug 2: CC1C(C(CC(O1)OC2CC(CC3=C2C(=C4C(=C3O)C(=O)C5=CC=CC=C5C4=O)O)(C(=O)C)O)N)O. Cell line: SK-MEL-28. Synergy scores: CSS=50.6, Synergy_ZIP=-4.11, Synergy_Bliss=-4.59, Synergy_Loewe=-2.08, Synergy_HSA=-1.94.